From a dataset of Peptide-MHC class II binding affinity with 134,281 pairs from IEDB. Regression. Given a peptide amino acid sequence and an MHC pseudo amino acid sequence, predict their binding affinity value. This is MHC class II binding data. (1) The peptide sequence is DRDFIEGVHGGTWVS. The MHC is DRB1_1301 with pseudo-sequence DRB1_1301. The binding affinity (normalized) is 0. (2) The peptide sequence is SQTDYQYLIIQNRTW. The MHC is DRB1_0101 with pseudo-sequence DRB1_0101. The binding affinity (normalized) is 0.173. (3) The peptide sequence is GSDEKNLALSIKYNK. The MHC is HLA-DPA10201-DPB11401 with pseudo-sequence HLA-DPA10201-DPB11401. The binding affinity (normalized) is 0.168.